The task is: Predict the reaction yield, written as a fraction of the theoretical maximum amount of product (1.0 means a 100% yield; for example, 0.34 means a 34% yield).. This data is from Reaction yield outcomes from USPTO patents with 853,638 reactions. The reactants are [NH2:1][C:2]1[CH:7]=[CH:6][CH:5]=[C:4]([NH2:8])[N:3]=1.[C:9]([O-])([O-])=O.[K+].[K+].CI.O. The catalyst is C1COCC1. The product is [CH3:9][NH:1][C:2]1[CH:7]=[CH:6][CH:5]=[C:4]([NH2:8])[N:3]=1. The yield is 0.100.